This data is from Reaction yield outcomes from USPTO patents with 853,638 reactions. The task is: Predict the reaction yield, written as a fraction of the theoretical maximum amount of product (1.0 means a 100% yield; for example, 0.34 means a 34% yield). (1) The reactants are O(C1C=CC(C2C3C(=NC=NC=3N)NN=2)=CC=1)C1C=CC=CC=1.[NH2:24][C:25]1[N:30]=[CH:29][N:28]=[C:27]2[N:31]([C:47]3[CH:54]=[CH:53][C:50]([CH:51]=[O:52])=[CH:49][CH:48]=3)[N:32]=[C:33]([C:34]3[CH:39]=[CH:38][C:37]([O:40][C:41]4[CH:46]=[CH:45][CH:44]=[CH:43][CH:42]=4)=[CH:36][CH:35]=3)[C:26]=12.FC1C=CC(C=O)=CC=1.C(=O)([O-])[O-].[Cs+].[Cs+]. The catalyst is CN(C=O)C. The product is [NH2:24][C:25]1[N:30]=[CH:29][N:28]=[C:27]2[N:31]([C:47]3[CH:48]=[CH:49][C:50]([CH:51]=[O:52])=[CH:53][CH:54]=3)[N:32]=[C:33]([C:34]3[CH:35]=[CH:36][C:37]([O:40][C:41]4[CH:46]=[CH:45][CH:44]=[CH:43][CH:42]=4)=[CH:38][CH:39]=3)[C:26]=12. The yield is 0.920. (2) The product is [CH3:1][O:2][C:3]1[CH:4]=[CH:5][C:6]2[O:10][C:9](=[O:11])[N:8]([CH2:16][C:17]([O:19][CH2:20][CH3:21])=[O:18])[C:7]=2[CH:12]=1. The catalyst is O1CCCC1.CC#N.O. The reactants are [CH3:1][O:2][C:3]1[CH:4]=[CH:5][C:6]2[O:10][C:9](=[O:11])[NH:8][C:7]=2[CH:12]=1.[H-].[Na+].Br[CH2:16][C:17]([O:19][CH2:20][CH3:21])=[O:18].FC(F)(F)C(O)=O. The yield is 0.830. (3) The reactants are [C:1]([O:5][C:6](=[O:20])[C:7]([CH3:19])([S:9][C:10]1[CH:18]=[CH:17][C:13]([C:14]([OH:16])=[O:15])=[CH:12][CH:11]=1)[CH3:8])([CH3:4])([CH3:3])[CH3:2].[C:21]([C:25]1[CH:38]=[CH:37][C:28]([CH2:29][N:30]2[CH:34]=[C:33]([CH2:35]O)[N:32]=[N:31]2)=[CH:27][CH:26]=1)([CH3:24])([CH3:23])[CH3:22].C1(N=C=NC2CCCCC2)CCCCC1. The catalyst is CN(C)C1C=CN=CC=1.ClCCl. The product is [C:1]([O:5][C:6](=[O:20])[C:7]([CH3:8])([S:9][C:10]1[CH:11]=[CH:12][C:13]([C:14]([O:16][CH2:35][C:33]2[N:32]=[N:31][N:30]([CH2:29][C:28]3[CH:37]=[CH:38][C:25]([C:21]([CH3:24])([CH3:23])[CH3:22])=[CH:26][CH:27]=3)[CH:34]=2)=[O:15])=[CH:17][CH:18]=1)[CH3:19])([CH3:2])([CH3:3])[CH3:4]. The yield is 0.890. (4) The reactants are [F:1][C:2]1[CH:36]=[C:35]([N+:37]([O-])=O)[CH:34]=[CH:33][C:3]=1[O:4][C:5]1[CH:10]=[CH:9][N:8]=[C:7]2[CH:11]=[C:12]([C:14]3[N:15]([CH3:32])[C:16]([CH2:19][N:20]([CH2:28][CH2:29][O:30][CH3:31])[C:21](=[O:27])[O:22][C:23]([CH3:26])([CH3:25])[CH3:24])=[CH:17][N:18]=3)[S:13][C:6]=12.[Cl-].[NH4+]. The catalyst is CO.O.[Zn]. The product is [NH2:37][C:35]1[CH:34]=[CH:33][C:3]([O:4][C:5]2[CH:10]=[CH:9][N:8]=[C:7]3[CH:11]=[C:12]([C:14]4[N:15]([CH3:32])[C:16]([CH2:19][N:20]([CH2:28][CH2:29][O:30][CH3:31])[C:21](=[O:27])[O:22][C:23]([CH3:26])([CH3:25])[CH3:24])=[CH:17][N:18]=4)[S:13][C:6]=23)=[C:2]([F:1])[CH:36]=1. The yield is 1.00. (5) The catalyst is O1CCCC1.O.C(OCC)(=O)C. The yield is 0.880. The reactants are [CH2:1]([C:3]1[N:4]([C:28]2[CH:33]=[CH:32][C:31]([OH:34])=[CH:30][CH:29]=2)[C:5](=[O:27])[C:6]([CH2:12][C:13]2[CH:18]=[CH:17][C:16]([C:19]3[C:20]([C:25]#[N:26])=[CH:21][CH:22]=[CH:23][CH:24]=3)=[CH:15][CH:14]=2)=[C:7]([CH2:9][CH2:10][CH3:11])[N:8]=1)[CH3:2].O[CH:36]1[CH2:41][CH2:40][CH:39]([C:42]([O:44][CH2:45][CH3:46])=[O:43])[CH2:38][CH2:37]1.C1(P(C2C=CC=CC=2)C2C=CC=CC=2)C=CC=CC=1.N(C(OC(C)C)=O)=NC(OC(C)C)=O. The product is [C:25]([C:20]1[CH:21]=[CH:22][CH:23]=[CH:24][C:19]=1[C:16]1[CH:17]=[CH:18][C:13]([CH2:12][C:6]2[C:5](=[O:27])[N:4]([C:28]3[CH:33]=[CH:32][C:31]([O:34][CH:36]4[CH2:41][CH2:40][CH:39]([C:42]([O:44][CH2:45][CH3:46])=[O:43])[CH2:38][CH2:37]4)=[CH:30][CH:29]=3)[C:3]([CH2:1][CH3:2])=[N:8][C:7]=2[CH2:9][CH2:10][CH3:11])=[CH:14][CH:15]=1)#[N:26].